This data is from Full USPTO retrosynthesis dataset with 1.9M reactions from patents (1976-2016). The task is: Predict the reactants needed to synthesize the given product. (1) Given the product [C:1]([NH:4][C:5]1[CH:10]=[C:9]([C:11]2[S:12][C:13]([C:17]([O:19][CH2:20][CH3:21])=[O:18])=[C:14]([CH2:33][C:24]3[CH:25]=[CH:26][C:27]4[C:32](=[CH:31][CH:30]=[CH:29][CH:28]=4)[CH:23]=3)[N:15]=2)[CH:8]=[CH:7][N:6]=1)(=[O:3])[CH3:2], predict the reactants needed to synthesize it. The reactants are: [C:1]([NH:4][C:5]1[CH:10]=[C:9]([C:11]2[S:12][C:13]([C:17]([O:19][CH2:20][CH3:21])=[O:18])=[C:14](Br)[N:15]=2)[CH:8]=[CH:7][N:6]=1)(=[O:3])[CH3:2].[Br-].[CH:23]1[C:32]2[C:27](=[CH:28][CH:29]=[CH:30][CH:31]=2)[CH:26]=[CH:25][C:24]=1[CH2:33][Zn+].C1COCC1. (2) Given the product [C:18]([C:17]1[CH:20]=[CH:21][C:14]([C:11](=[O:13])[CH2:12][C:22](=[O:28])[C:23]([O:25][CH2:26][CH3:27])=[O:24])=[CH:15][CH:16]=1)#[N:19], predict the reactants needed to synthesize it. The reactants are: C[Si]([N-][Si](C)(C)C)(C)C.[Li+].[C:11]([C:14]1[CH:21]=[CH:20][C:17]([C:18]#[N:19])=[CH:16][CH:15]=1)(=[O:13])[CH3:12].[C:22](OCC)(=[O:28])[C:23]([O:25][CH2:26][CH3:27])=[O:24].Cl.